Dataset: Forward reaction prediction with 1.9M reactions from USPTO patents (1976-2016). Task: Predict the product of the given reaction. Given the reactants C(O)(=O)C.CC(N)(C1C=NC(C(F)(F)F)=CC=1)C.FC(F)(F)OC1C=C([C@@H]2N(C3C=CC(C(F)(F)F)=CC=3)C(=O)C(=O)C2)C=CC=1.[CH3:47][C:48]([NH:60][C:61]1[C:62](=[O:87])[N:63]([C:77]2[CH:82]=[CH:81][C:80]([C:83]([F:86])([F:85])[F:84])=[CH:79][CH:78]=2)[C@@H:64]([C:66]2[CH:71]=[CH:70][CH:69]=[C:68]([O:72][C:73]([F:76])([F:75])[F:74])[CH:67]=2)[CH:65]=1)([C:50]1[CH:51]=[N:52][C:53]([C:56]([F:59])([F:58])[F:57])=[CH:54][CH:55]=1)[CH3:49].C([BH3-])#N.[Na+], predict the reaction product. The product is: [CH3:49][C:48]([NH:60][C@@H:61]1[CH2:65][C@H:64]([C:66]2[CH:71]=[CH:70][CH:69]=[C:68]([O:72][C:73]([F:74])([F:75])[F:76])[CH:67]=2)[N:63]([C:77]2[CH:78]=[CH:79][C:80]([C:83]([F:84])([F:86])[F:85])=[CH:81][CH:82]=2)[C:62]1=[O:87])([C:50]1[CH:51]=[N:52][C:53]([C:56]([F:57])([F:58])[F:59])=[CH:54][CH:55]=1)[CH3:47].[CH3:49][C:48]([NH:60][C@H:61]1[CH2:65][C@H:64]([C:66]2[CH:71]=[CH:70][CH:69]=[C:68]([O:72][C:73]([F:74])([F:75])[F:76])[CH:67]=2)[N:63]([C:77]2[CH:78]=[CH:79][C:80]([C:83]([F:84])([F:86])[F:85])=[CH:81][CH:82]=2)[C:62]1=[O:87])([C:50]1[CH:51]=[N:52][C:53]([C:56]([F:57])([F:58])[F:59])=[CH:54][CH:55]=1)[CH3:47].